This data is from Blood-brain barrier permeability regression values from the B3DB database. The task is: Regression/Classification. Given a drug SMILES string, predict its absorption, distribution, metabolism, or excretion properties. Task type varies by dataset: regression for continuous measurements (e.g., permeability, clearance, half-life) or binary classification for categorical outcomes (e.g., BBB penetration, CYP inhibition). For this dataset (b3db_regression), we predict Y. (1) The compound is COC1=CC=CC=C1N2CCN(CC2)CCCCNC(=O)C3=CC4=CC=CC=C4C=C3. The Y is 0.780 log(BB ratio). (2) The molecule is CC(=O)/C=C/C1=CC=CS1. The Y is -0.140 log(BB ratio). (3) The molecule is CN1CC[C@]23[C@@H]4[C@H]1CC5=C2C(=C(C=C5)OC)O[C@H]3[C@H](C=C4)O. The Y is 0.600 log(BB ratio).